Dataset: Peptide-MHC class I binding affinity with 185,985 pairs from IEDB/IMGT. Task: Regression. Given a peptide amino acid sequence and an MHC pseudo amino acid sequence, predict their binding affinity value. This is MHC class I binding data. The peptide sequence is VLAGWLFHV. The MHC is HLA-C06:02 with pseudo-sequence HLA-C06:02. The binding affinity (normalized) is 0.226.